This data is from CYP2C19 inhibition data for predicting drug metabolism from PubChem BioAssay. The task is: Regression/Classification. Given a drug SMILES string, predict its absorption, distribution, metabolism, or excretion properties. Task type varies by dataset: regression for continuous measurements (e.g., permeability, clearance, half-life) or binary classification for categorical outcomes (e.g., BBB penetration, CYP inhibition). Dataset: cyp2c19_veith. (1) The drug is N#Cc1cccc(-c2nccc(-n3ccnc3)n2)c1. The result is 1 (inhibitor). (2) The compound is NC1(C(=O)O)CC1. The result is 0 (non-inhibitor). (3) The molecule is COC(=O)c1cc(OC)c(OC)cc1NC(=O)CSc1ccccc1. The result is 1 (inhibitor). (4) The molecule is COc1ccc(/C=C(\C#N)C(N)=O)cc1OC. The result is 0 (non-inhibitor). (5) The compound is Cc1cc(C)cc(Oc2nn[nH]n2)c1. The result is 0 (non-inhibitor). (6) The molecule is COC(=O)N1CCC2(CC1)CCN(c1cccc(-c3ccccc3)c1)CC2. The result is 0 (non-inhibitor). (7) The compound is COC(=O)[C@@]1(Cc2ccccc2)[C@H]2c3cc(C(=O)N(C)C)n(Cc4ccc(OC)c(OC)c4)c3C[C@H]2CN1C(=O)c1ccccc1. The result is 1 (inhibitor). (8) The molecule is Cc1ccccc1C(=O)c1c[nH]c(C(=O)NCC2CCCO2)c1. The result is 1 (inhibitor).